Dataset: Forward reaction prediction with 1.9M reactions from USPTO patents (1976-2016). Task: Predict the product of the given reaction. (1) The product is: [C:1]1([C:11]2[CH:20]=[CH:19][C:18]3[C:13](=[CH:14][CH:15]=[CH:16][CH:17]=3)[C:12]=2[C:21]([OH:23])=[O:22])[CH:6]=[CH:5][CH:4]=[CH:3][CH:2]=1. Given the reactants [C:1]1([Mg]Br)[CH:6]=[CH:5][CH:4]=[CH:3][CH:2]=1.CO[C:11]1[CH:20]=[CH:19][C:18]2[C:13](=[CH:14][CH:15]=[CH:16][CH:17]=2)[C:12]=1[C:21]([OH:23])=[O:22].O.Cl, predict the reaction product. (2) Given the reactants [OH:1][C:2]1[CH:20]=[CH:19][C:5]([CH2:6][N:7]2[C:15]3[C:10](=[C:11]([NH2:17])[CH:12]=[CH:13][C:14]=3[CH3:16])[CH:9]=[C:8]2[CH3:18])=[CH:4][C:3]=1[CH:21]([CH3:23])[CH3:22].[CH3:24][CH:25]([C:31](OCC)=[O:32])[C:26]([O:28][CH2:29][CH3:30])=[O:27], predict the reaction product. The product is: [OH:1][C:2]1[CH:20]=[CH:19][C:5]([CH2:6][N:7]2[C:15]3[C:10](=[C:11]([NH:17][C:31](=[O:32])[CH:25]([CH3:24])[C:26]([O:28][CH2:29][CH3:30])=[O:27])[CH:12]=[CH:13][C:14]=3[CH3:16])[CH:9]=[C:8]2[CH3:18])=[CH:4][C:3]=1[CH:21]([CH3:23])[CH3:22]. (3) Given the reactants [Br:1][C:2]1[CH:8]=[CH:7][C:6]([F:9])=[CH:5][C:3]=1[NH2:4].C(N(CC)CC)C.[C:17](Cl)(=[O:22])[C:18]([CH3:21])([CH3:20])[CH3:19].CCCCCC, predict the reaction product. The product is: [Br:1][C:2]1[CH:8]=[CH:7][C:6]([F:9])=[CH:5][C:3]=1[NH:4][C:17](=[O:22])[C:18]([CH3:21])([CH3:20])[CH3:19]. (4) The product is: [CH3:42][N:43]([CH3:44])[CH2:33][CH2:32][O:31][C:27]1[C:26]([O:39][CH3:40])=[C:25]2[C:30]([C:21]([N:17]3[CH2:16][C:15]4[CH:41]=[C:11]([C:8]5[CH:9]=[CH:10][C:4]6[N:3]=[C:2]([CH3:1])[NH:6][C:5]=6[CH:7]=5)[CH:12]=[CH:13][C:14]=4[O:20][CH2:19][CH2:18]3)=[N:22][CH:23]=[N:24]2)=[CH:29][CH:28]=1. Given the reactants [CH3:1][C:2]1[NH:6][C:5]2[CH:7]=[C:8]([C:11]3[CH:12]=[CH:13][C:14]4[O:20][CH2:19][CH2:18][N:17]([C:21]5[C:30]6[C:25](=[C:26]([O:39][CH3:40])[C:27]([O:31][CH2:32][C:33]7C=CC=CC=7)=[CH:28][CH:29]=6)[N:24]=[CH:23][N:22]=5)[CH2:16][C:15]=4[CH:41]=3)[CH:9]=[CH:10][C:4]=2[N:3]=1.[CH3:42][N:43](CCCl)[CH3:44], predict the reaction product. (5) Given the reactants [C:1]([O:5][C:6]([NH:8][CH:9]([C:15]1[CH:20]=[CH:19][C:18]([C:21]([NH:23][C:24]2[CH:29]=[C:28]([C:30]3[S:31][CH:32]=[CH:33][CH:34]=3)[CH:27]=[CH:26][C:25]=2[NH:35][C:36]([O:38][C:39]([CH3:42])([CH3:41])[CH3:40])=[O:37])=[O:22])=[CH:17][CH:16]=1)[C:10]([O:12]CC)=[O:11])=[O:7])([CH3:4])([CH3:3])[CH3:2].[OH-].[Li+], predict the reaction product. The product is: [C:1]([O:5][C:6]([NH:8][CH:9]([C:15]1[CH:16]=[CH:17][C:18]([C:21]([NH:23][C:24]2[CH:29]=[C:28]([C:30]3[S:31][CH:32]=[CH:33][CH:34]=3)[CH:27]=[CH:26][C:25]=2[NH:35][C:36]([O:38][C:39]([CH3:42])([CH3:41])[CH3:40])=[O:37])=[O:22])=[CH:19][CH:20]=1)[C:10]([OH:12])=[O:11])=[O:7])([CH3:4])([CH3:3])[CH3:2]. (6) Given the reactants [Br:1][C:2]1[CH:10]=[CH:9][C:5]([C:6](O)=[O:7])=[CH:4][C:3]=1[Cl:11].[CH3:12]CN=C=NCCCN(C)C.Cl.C1C=C[C:27]2[N:32]([OH:33])N=NC=2C=1.CCN(C(C)C)C(C)C, predict the reaction product. The product is: [Br:1][C:2]1[CH:10]=[CH:9][C:5]([C:6]([N:32]([O:33][CH3:12])[CH3:27])=[O:7])=[CH:4][C:3]=1[Cl:11]. (7) Given the reactants [O:1]=[C:2]1[C:11]2[CH:10]=[C:9]([C:12]([O:14][CH3:15])=[O:13])[CH:8]=[CH:7][C:6]=2[CH2:5][CH2:4][CH2:3]1.C1COCC1.[H-].[Na+].[C:23](=O)([O:26]C)[O:24][CH3:25], predict the reaction product. The product is: [O:1]=[C:2]1[C:11]2[C:6](=[CH:7][CH:8]=[C:9]([C:12]([O:14][CH3:15])=[O:13])[CH:10]=2)[CH2:5][CH2:4][CH:3]1[C:23]([O:24][CH3:25])=[O:26]. (8) The product is: [F:32][C:11]1[CH:10]=[C:9]([O:8][C:6]2[N:5]=[CH:4][N:3]=[C:2]([NH:1][C:36]([N:35]3[CH2:33][CH:39]([CH2:41][OH:42])[CH2:38]3)=[O:50])[CH:7]=2)[C:14]([F:15])=[CH:13][C:12]=1[NH:16][C:17]([C:19]1([C:22]([NH:24][C:25]2[CH:26]=[CH:27][C:28]([F:31])=[CH:29][CH:30]=2)=[O:23])[CH2:20][CH2:21]1)=[O:18]. Given the reactants [NH2:1][C:2]1[CH:7]=[C:6]([O:8][C:9]2[C:14]([F:15])=[CH:13][C:12]([NH:16][C:17]([C:19]3([C:22]([NH:24][C:25]4[CH:30]=[CH:29][C:28]([F:31])=[CH:27][CH:26]=4)=[O:23])[CH2:21][CH2:20]3)=[O:18])=[C:11]([F:32])[CH:10]=2)[N:5]=[CH:4][N:3]=1.[CH2:33]([N:35]([CH2:38][CH3:39])[CH2:36]C)C.Cl[C:41](OC1C=CC=CC=1)=[O:42].[O:50]1CCCC1, predict the reaction product.